Dataset: Full USPTO retrosynthesis dataset with 1.9M reactions from patents (1976-2016). Task: Predict the reactants needed to synthesize the given product. (1) The reactants are: [N:1]1[N:5]2[CH:6]=[CH:7][CH:8]=[N:9][C:4]2=[C:3]([C:10]([OH:12])=O)[CH:2]=1.S(Cl)([Cl:15])=O. Given the product [N:1]1[N:5]2[CH:6]=[CH:7][CH:8]=[N:9][C:4]2=[C:3]([C:10]([Cl:15])=[O:12])[CH:2]=1, predict the reactants needed to synthesize it. (2) Given the product [C:29]([C:31]1[CH:32]=[C:33]([NH:42][C:43]([O:44][CH2:45][CH2:46][C:47]2[CH:52]=[CH:51][C:50]([B:25]([OH:27])[OH:26])=[CH:49][CH:48]=2)=[O:54])[CH:34]=[CH:35][C:36]=1[S:37]([CH2:40][CH3:41])(=[O:39])=[O:38])#[N:30], predict the reactants needed to synthesize it. The reactants are: C(C1C=C(NC(=O)CCCC2C=CC([B:25]([OH:27])[OH:26])=CC=2)C=CC=1S(CC)(=O)=O)#N.[C:29]([C:31]1[CH:32]=[C:33]([NH:42][C:43](=[O:54])[O:44][CH2:45][CH2:46][C:47]2[CH:52]=[CH:51][C:50](Br)=[CH:49][CH:48]=2)[CH:34]=[CH:35][C:36]=1[S:37]([CH2:40][CH3:41])(=[O:39])=[O:38])#[N:30]. (3) The reactants are: [CH3:1][N:2]1[C:20](=[O:21])[N:5]2[C:6]3[CH:16]=[C:15]([N+:17]([O-])=O)[CH:14]=[CH:13][C:7]=3[O:8][CH2:9][C:10]3([CH2:12][O:11]3)[C:4]2=[N:3]1. Given the product [NH2:17][C:15]1[CH:14]=[CH:13][C:7]2[O:8][CH2:9][C:10]([OH:11])([CH3:12])[C:4]3[N:5]([C:20](=[O:21])[N:2]([CH3:1])[N:3]=3)[C:6]=2[CH:16]=1, predict the reactants needed to synthesize it. (4) Given the product [C:1]([O:5][C:6]([N:8]([CH2:16][CH:17]=[CH2:18])[CH2:9][CH2:10][C:11]([OH:13])=[O:12])=[O:7])([CH3:4])([CH3:3])[CH3:2], predict the reactants needed to synthesize it. The reactants are: [C:1]([O:5][C:6]([N:8]([CH2:16][CH:17]=[CH2:18])[CH2:9][CH2:10][C:11]([O:13]CC)=[O:12])=[O:7])([CH3:4])([CH3:3])[CH3:2].[Li+].[OH-].OS([O-])(=O)=O.[K+]. (5) Given the product [F:15][CH2:16][CH2:17][C:18]1[CH:19]=[CH:20][C:21]([S:24]([NH:14][C:11]2[CH:10]=[CH:9][C:8]([CH:6]3[CH2:5][N:4]([CH2:1][CH2:2][CH3:3])[CH2:7]3)=[CH:13][CH:12]=2)(=[O:26])=[O:25])=[CH:22][CH:23]=1, predict the reactants needed to synthesize it. The reactants are: [CH2:1]([N:4]1[CH2:7][CH:6]([C:8]2[CH:13]=[CH:12][C:11]([NH2:14])=[CH:10][CH:9]=2)[CH2:5]1)[CH2:2][CH3:3].[F:15][CH2:16][CH2:17][C:18]1[CH:23]=[CH:22][C:21]([S:24](Cl)(=[O:26])=[O:25])=[CH:20][CH:19]=1.